The task is: Predict the reactants needed to synthesize the given product.. This data is from Full USPTO retrosynthesis dataset with 1.9M reactions from patents (1976-2016). (1) Given the product [CH3:19][Si:20]([CH3:22])([CH3:21])[C:23]#[C:24][C:9]1[CH:14]=[CH:13][CH:12]=[C:11]([C:15]([F:18])([F:17])[F:16])[CH:10]=1, predict the reactants needed to synthesize it. The reactants are: C(N(CC)CC)C.Br[C:9]1[CH:14]=[CH:13][CH:12]=[C:11]([C:15]([F:18])([F:17])[F:16])[CH:10]=1.[CH3:19][Si:20]([C:23]#[CH:24])([CH3:22])[CH3:21]. (2) Given the product [CH2:1]([O:8][C:9](=[O:10])[NH:11][C@H:12]([C:27]([NH:40][CH2:39][CH:38]([OH:41])[CH2:37][NH:36][C:35]([O:34][C:30]([CH3:32])([CH3:31])[CH3:33])=[O:42])=[O:29])[CH2:13][CH2:14][CH2:15][NH:16][C:17]([O:19][CH2:20][C:21]1[CH:22]=[CH:23][CH:24]=[CH:25][CH:26]=1)=[O:18])[C:2]1[CH:3]=[CH:4][CH:5]=[CH:6][CH:7]=1, predict the reactants needed to synthesize it. The reactants are: [CH2:1]([O:8][C:9]([NH:11][C@H:12]([C:27]([OH:29])=O)[CH2:13][CH2:14][CH2:15][NH:16][C:17]([O:19][CH2:20][C:21]1[CH:26]=[CH:25][CH:24]=[CH:23][CH:22]=1)=[O:18])=[O:10])[C:2]1[CH:7]=[CH:6][CH:5]=[CH:4][CH:3]=1.[C:30]([O:34][C:35](=[O:42])[NH:36][CH2:37][CH:38]([OH:41])[CH2:39][NH2:40])([CH3:33])([CH3:32])[CH3:31].C(Cl)CCl.C1C=CC2N(O)N=NC=2C=1.